From a dataset of Reaction yield outcomes from USPTO patents with 853,638 reactions. Predict the reaction yield, written as a fraction of the theoretical maximum amount of product (1.0 means a 100% yield; for example, 0.34 means a 34% yield). (1) The reactants are [N:1]1[CH:6]=[CH:5][CH:4]=[CH:3][C:2]=1[N:7]1[CH2:12][CH2:11][NH:10][CH2:9][CH2:8]1.[CH2:13]([NH:20][C:21](=[O:24])[CH2:22]Cl)[C:14]1[CH:19]=[CH:18][CH:17]=[CH:16][CH:15]=1.C(=O)([O-])[O-].[Na+].[Na+]. The catalyst is CN(C)C=O.O. The product is [CH2:13]([NH:20][C:21](=[O:24])[CH2:22][N:10]1[CH2:9][CH2:8][N:7]([C:2]2[CH:3]=[CH:4][CH:5]=[CH:6][N:1]=2)[CH2:12][CH2:11]1)[C:14]1[CH:19]=[CH:18][CH:17]=[CH:16][CH:15]=1. The yield is 0.320. (2) The reactants are [Si]([O:8][CH2:9][CH2:10][C@H:11]1[CH2:22][CH2:21][C:20]2[S:19][C:18]3[N:17]=[CH:16][N:15]=[C:14]([O:23][CH:24]4[CH2:29][CH2:28][CH:27]([N:30]5[CH2:35][CH2:34][O:33][CH2:32][CH2:31]5)[CH2:26][CH2:25]4)[C:13]=3[C:12]1=2)(C(C)(C)C)(C)C.Cl. The catalyst is CO. The product is [N:30]1([CH:27]2[CH2:26][CH2:25][CH:24]([O:23][C:14]3[C:13]4[C:12]5[C@@H:11]([CH2:10][CH2:9][OH:8])[CH2:22][CH2:21][C:20]=5[S:19][C:18]=4[N:17]=[CH:16][N:15]=3)[CH2:29][CH2:28]2)[CH2:31][CH2:32][O:33][CH2:34][CH2:35]1. The yield is 0.910. (3) The reactants are [Cl:1][C:2]1[CH:7]=[CH:6][C:5]([NH:8][C:9]2[C:18]3[C:13](=[CH:14][CH:15]=[C:16]([S:19][CH:20]4[CH2:25][CH2:24][O:23][CH2:22][CH2:21]4)[CH:17]=3)[N:12]=[CH:11][CH:10]=2)=[CH:4][C:3]=1[O:26][CH3:27].[OH:28]OS([O-])=O.[K+].O1CCCC1.[OH2:39]. No catalyst specified. The product is [Cl:1][C:2]1[CH:7]=[CH:6][C:5]([NH:8][C:9]2[C:18]3[C:13](=[CH:14][CH:15]=[C:16]([S:19]([CH:20]4[CH2:21][CH2:22][O:23][CH2:24][CH2:25]4)(=[O:28])=[O:39])[CH:17]=3)[N:12]=[CH:11][CH:10]=2)=[CH:4][C:3]=1[O:26][CH3:27]. The yield is 0.550. (4) The reactants are [C:1](Cl)(=[O:10])[C:2]1[CH:7]=[CH:6][CH:5]=[C:4]([O:8][CH3:9])[CH:3]=1.[NH2:12][C@@H:13]([CH2:17][CH2:18][CH:19]1[CH2:24][CH2:23][CH2:22][CH2:21][CH2:20]1)[C:14]([OH:16])=O.[CH2:25]([CH2:27][NH2:28])O.[F:29][C:30]1[CH:31]=[C:32]2[C:36](=[CH:37][CH:38]=1)[NH:35][CH2:34][CH2:33]2. No catalyst specified. The product is [CH:19]1([CH2:18][CH2:17][C@H:13]([NH:12][C:1](=[O:10])[C:2]2[CH:7]=[CH:6][CH:5]=[C:4]([O:8][CH3:9])[CH:3]=2)[C:14](=[O:16])[NH:28][CH2:27][CH2:25][N:35]2[C:36]3[C:32](=[CH:31][C:30]([F:29])=[CH:38][CH:37]=3)[CH2:33][CH2:34]2)[CH2:24][CH2:23][CH2:22][CH2:21][CH2:20]1. The yield is 0.400.